From a dataset of Forward reaction prediction with 1.9M reactions from USPTO patents (1976-2016). Predict the product of the given reaction. (1) Given the reactants [Cl:1][C:2]1[N:6](CC2C=CC(OC)=CC=2)[N:5]=[N:4][C:3]=1[C:16]1[CH:21]=[CH:20][N:19]=[C:18]([C:22]2[N:23]=[CH:24][N:25]([CH3:39])[C:26]=2[C:27]2[CH:32]=[CH:31][C:30]([F:33])=[CH:29][C:28]=2[O:34][CH2:35][CH:36]2[CH2:38][CH2:37]2)[CH:17]=1, predict the reaction product. The product is: [Cl:1][C:2]1[NH:6][N:5]=[N:4][C:3]=1[C:16]1[CH:21]=[CH:20][N:19]=[C:18]([C:22]2[N:23]=[CH:24][N:25]([CH3:39])[C:26]=2[C:27]2[CH:32]=[CH:31][C:30]([F:33])=[CH:29][C:28]=2[O:34][CH2:35][CH:36]2[CH2:37][CH2:38]2)[CH:17]=1. (2) Given the reactants [C:1]1([CH2:7][C:8]([NH2:10])=[O:9])[CH:6]=[CH:5][CH:4]=[CH:3][CH:2]=1.[C:11]1([CH2:17][CH:18]=[O:19])[CH:16]=[CH:15][CH:14]=[CH:13][CH:12]=1, predict the reaction product. The product is: [C:1]1([CH2:7][CH:8]([NH:10][C:18](=[O:19])[CH2:17][C:11]2[CH:16]=[CH:15][CH:14]=[CH:13][CH:12]=2)[NH:10][C:8](=[O:9])[CH2:7][C:1]2[CH:6]=[CH:5][CH:4]=[CH:3][CH:2]=2)[CH:6]=[CH:5][CH:4]=[CH:3][CH:2]=1. (3) The product is: [Br:1][CH2:11][C:10]([C:7]1[CH:6]=[CH:5][C:4]([Br:3])=[CH:9][N:8]=1)=[O:12]. Given the reactants [Br:1]Br.[Br:3][C:4]1[CH:5]=[CH:6][C:7]([C:10](=[O:12])[CH3:11])=[N:8][CH:9]=1, predict the reaction product. (4) The product is: [CH3:22][O:21][C:18]1[CH:17]=[CH:16][C:15]([CH2:14][N:5]2[CH:6]=[C:7]([C:8]([N:10]([O:12][CH3:13])[CH3:11])=[O:9])[C:3]([CH:1]([OH:2])[CH:23]([CH3:25])[CH3:24])=[N:4]2)=[CH:20][CH:19]=1. Given the reactants [CH:1]([C:3]1[C:7]([C:8]([N:10]([O:12][CH3:13])[CH3:11])=[O:9])=[CH:6][N:5]([CH2:14][C:15]2[CH:20]=[CH:19][C:18]([O:21][CH3:22])=[CH:17][CH:16]=2)[N:4]=1)=[O:2].[CH:23]([Mg]Br)([CH3:25])[CH3:24], predict the reaction product. (5) Given the reactants Cl[C:2]1[N:7]=[C:6]([C:8]2[CH:13]=[CH:12][CH:11]=[C:10]([C:14]#[C:15][C@:16]3([OH:23])[CH2:20][CH2:19][N:18]([CH3:21])[C:17]3=[O:22])[CH:9]=2)[N:5]=[C:4]([C:24]([O:26][CH2:27][CH3:28])=[O:25])[CH:3]=1.[CH3:29][C:30]1[N:35]=[CH:34][C:33](B(O)O)=[CH:32][CH:31]=1, predict the reaction product. The product is: [OH:23][C@@:16]1([C:15]#[C:14][C:10]2[CH:9]=[C:8]([C:6]3[N:5]=[C:4]([C:24]([O:26][CH2:27][CH3:28])=[O:25])[CH:3]=[C:2]([C:33]4[CH:34]=[N:35][C:30]([CH3:29])=[CH:31][CH:32]=4)[N:7]=3)[CH:13]=[CH:12][CH:11]=2)[CH2:20][CH2:19][N:18]([CH3:21])[C:17]1=[O:22].